This data is from NCI-60 drug combinations with 297,098 pairs across 59 cell lines. The task is: Regression. Given two drug SMILES strings and cell line genomic features, predict the synergy score measuring deviation from expected non-interaction effect. (1) Drug 1: CC1=C(C(=CC=C1)Cl)NC(=O)C2=CN=C(S2)NC3=CC(=NC(=N3)C)N4CCN(CC4)CCO. Drug 2: C1CCC(C(C1)N)N.C(=O)(C(=O)[O-])[O-].[Pt+4]. Cell line: HCT-15. Synergy scores: CSS=48.7, Synergy_ZIP=-0.288, Synergy_Bliss=0.758, Synergy_Loewe=2.21, Synergy_HSA=2.59. (2) Drug 1: CC1=C(C(=CC=C1)Cl)NC(=O)C2=CN=C(S2)NC3=CC(=NC(=N3)C)N4CCN(CC4)CCO. Drug 2: CS(=O)(=O)CCNCC1=CC=C(O1)C2=CC3=C(C=C2)N=CN=C3NC4=CC(=C(C=C4)OCC5=CC(=CC=C5)F)Cl. Cell line: T-47D. Synergy scores: CSS=12.8, Synergy_ZIP=1.35, Synergy_Bliss=5.39, Synergy_Loewe=-0.0392, Synergy_HSA=1.33. (3) Drug 1: CC1CCC2CC(C(=CC=CC=CC(CC(C(=O)C(C(C(=CC(C(=O)CC(OC(=O)C3CCCCN3C(=O)C(=O)C1(O2)O)C(C)CC4CCC(C(C4)OC)O)C)C)O)OC)C)C)C)OC. Drug 2: C1=NC(=NC(=O)N1C2C(C(C(O2)CO)O)O)N. Cell line: RPMI-8226. Synergy scores: CSS=58.4, Synergy_ZIP=2.09, Synergy_Bliss=0.828, Synergy_Loewe=-3.04, Synergy_HSA=-1.14. (4) Drug 1: COC1=NC(=NC2=C1N=CN2C3C(C(C(O3)CO)O)O)N. Drug 2: C1=CN(C=N1)CC(O)(P(=O)(O)O)P(=O)(O)O. Cell line: K-562. Synergy scores: CSS=-24.4, Synergy_ZIP=4.42, Synergy_Bliss=-6.94, Synergy_Loewe=-20.3, Synergy_HSA=-21.5. (5) Synergy scores: CSS=2.55, Synergy_ZIP=6.27, Synergy_Bliss=2.61, Synergy_Loewe=-1.03, Synergy_HSA=0.137. Drug 1: CC1=CC2C(CCC3(C2CCC3(C(=O)C)OC(=O)C)C)C4(C1=CC(=O)CC4)C. Cell line: SK-MEL-2. Drug 2: C1=CC(=CC=C1C#N)C(C2=CC=C(C=C2)C#N)N3C=NC=N3. (6) Drug 1: CC(C1=C(C=CC(=C1Cl)F)Cl)OC2=C(N=CC(=C2)C3=CN(N=C3)C4CCNCC4)N. Drug 2: CC1CCCC2(C(O2)CC(NC(=O)CC(C(C(=O)C(C1O)C)(C)C)O)C(=CC3=CSC(=N3)C)C)C. Cell line: U251. Synergy scores: CSS=12.5, Synergy_ZIP=1.47, Synergy_Bliss=6.32, Synergy_Loewe=4.01, Synergy_HSA=6.00. (7) Drug 1: CCC1=C2CN3C(=CC4=C(C3=O)COC(=O)C4(CC)O)C2=NC5=C1C=C(C=C5)O. Drug 2: B(C(CC(C)C)NC(=O)C(CC1=CC=CC=C1)NC(=O)C2=NC=CN=C2)(O)O. Cell line: A549. Synergy scores: CSS=59.6, Synergy_ZIP=3.16, Synergy_Bliss=2.30, Synergy_Loewe=-5.01, Synergy_HSA=4.96.